Dataset: Forward reaction prediction with 1.9M reactions from USPTO patents (1976-2016). Task: Predict the product of the given reaction. (1) The product is: [F:1][C:2]1[CH:3]=[C:4]([CH:36]=[CH:37][C:38]=1[F:39])[CH2:5][N:6]1[C:15](=[O:16])[C:14]([C:17]2[NH:22][C:21]3[CH:23]=[CH:24][C:25]([N:27]([CH3:40])[S:28]([CH3:31])(=[O:29])=[O:30])=[CH:26][C:20]=3[S:19](=[O:33])(=[O:32])[N:18]=2)=[C:13]([OH:34])[C@H:12]2[C@@H:7]1[C@H:8]1[CH2:35][C@@H:11]2[CH2:10][CH2:9]1.[F:1][C:2]1[CH:3]=[C:4]([CH:36]=[CH:37][C:38]=1[F:39])[CH2:5][N:6]1[C:15](=[O:16])[C:14]([C:17]2[N:22]([N:18]([CH3:17])[S:19]([CH3:20])(=[O:33])=[O:32])[C:21]3[CH:23]=[CH:24][CH:25]=[CH:26][C:20]=3[S:19](=[O:32])(=[O:33])[N:18]=2)=[C:13]([OH:34])[C@H:12]2[C@@H:7]1[C@H:8]1[CH2:35][C@@H:11]2[CH2:10][CH2:9]1. Given the reactants [F:1][C:2]1[CH:3]=[C:4]([CH:36]=[CH:37][C:38]=1[F:39])[CH2:5][N:6]1[C:15](=[O:16])[C:14]([C:17]2[NH:22][C:21]3[CH:23]=[CH:24][C:25]([NH:27][S:28]([CH3:31])(=[O:30])=[O:29])=[CH:26][C:20]=3[S:19](=[O:33])(=[O:32])[N:18]=2)=[C:13]([OH:34])[C@H:12]2[C@@H:7]1[C@H:8]1[CH2:35][C@@H:11]2[CH2:10][CH2:9]1.[C:40](=O)([O-])[O-].[K+].[K+].IC, predict the reaction product. (2) Given the reactants [CH3:1][C:2]1[CH:3]=[CH:4][C:5]([O:8][C@H:9]2[C@@H:14]3[CH2:15][C@@H:11]([CH2:12][N:13]3C(OC(C)(C)C)=O)[CH2:10]2)=[N:6][CH:7]=1.Cl, predict the reaction product. The product is: [CH3:1][C:2]1[CH:3]=[CH:4][C:5]([O:8][C@H:9]2[C@@H:14]3[CH2:15][C@@H:11]([CH2:12][NH:13]3)[CH2:10]2)=[N:6][CH:7]=1. (3) Given the reactants [CH3:1][C:2]1[CH:7]=[CH:6][C:5]([C:8]2[C:9]3[CH:24]=[CH:23][CH:22]=[N:21][C:10]=3[NH:11][C:12](=O)[CH:13]([C:15]3[S:16][CH:17]=[CH:18][CH:19]=3)[N:14]=2)=[CH:4][CH:3]=1.[CH:25]1([NH2:28])[CH2:27][CH2:26]1, predict the reaction product. The product is: [CH:25]1([NH:28][C:12]2[CH:13]([C:15]3[S:16][CH:17]=[CH:18][CH:19]=3)[N:14]=[C:8]([C:5]3[CH:4]=[CH:3][C:2]([CH3:1])=[CH:7][CH:6]=3)[C:9]3[CH:24]=[CH:23][CH:22]=[N:21][C:10]=3[N:11]=2)[CH2:27][CH2:26]1. (4) Given the reactants [H-].[Na+].[I-].C[S+](C)(C)=O.[CH2:9]([N:16]([CH2:24][C:25]1[CH:30]=[CH:29][CH:28]=[CH:27][CH:26]=1)[CH:17]1[CH2:22][CH2:21][C:20](=[O:23])[CH2:19][CH2:18]1)[C:10]1[CH:15]=[CH:14][CH:13]=[CH:12][CH:11]=1.[C:31](OCC)(=O)C, predict the reaction product. The product is: [CH2:24]([N:16]([CH2:9][C:10]1[CH:11]=[CH:12][CH:13]=[CH:14][CH:15]=1)[CH:17]1[CH2:18][CH2:19][C:20]2([O:23][CH2:31]2)[CH2:21][CH2:22]1)[C:25]1[CH:30]=[CH:29][CH:28]=[CH:27][CH:26]=1. (5) Given the reactants C(OC(=O)[NH:7][C@H:8]([C:10]1[CH:15]=[CH:14][C:13]([CH:16]2[CH2:18][CH2:17]2)=[CH:12][N:11]=1)[CH3:9])(C)(C)C.[ClH:20].O1CCOCC1, predict the reaction product. The product is: [ClH:20].[CH:16]1([C:13]2[CH:14]=[CH:15][C:10]([C@@H:8]([NH2:7])[CH3:9])=[N:11][CH:12]=2)[CH2:18][CH2:17]1. (6) Given the reactants [CH3:1][C:2]1[N:7]=[C:6]([C:8](=[N:21]O)[C:9]([C:11]2[CH:12]=[C:13]3[C:18](=[CH:19][CH:20]=2)[N:17]=[CH:16][CH:15]=[N:14]3)=O)[CH:5]=[CH:4][CH:3]=1.C([O-])(=O)C.[NH4+].C(=O)CC.[OH-].[Na+].CC1[N:40]=[C:39](C2N(O)C=C([C:37]3[CH:38]=[C:39]4[C:39](=[CH:38][CH:37]=3)[N:40]=CC=[N:40]4)N=2)[CH:38]=[CH:37]C=1.C(OP(OCC)OCC)C, predict the reaction product. The product is: [CH2:38]([C:39]1[NH:21][C:8]([C:6]2[CH:5]=[CH:4][CH:3]=[C:2]([CH3:1])[N:7]=2)=[C:9]([C:11]2[CH:12]=[C:13]3[C:18](=[CH:19][CH:20]=2)[N:17]=[CH:16][CH:15]=[N:14]3)[N:40]=1)[CH3:37]. (7) Given the reactants Br[C:2]1[CH:7]=[CH:6][C:5]([C:8]([C:10]([C:12]2[CH:17]=[CH:16][C:15](Br)=[CH:14][CH:13]=2)=[O:11])=[O:9])=[CH:4][CH:3]=1.[CH2:19]([O:31][C:32]1[CH:37]=[CH:36][C:35]([CH:38]=[CH2:39])=[CH:34][C:33]=1[O:40][CH2:41][CH2:42][CH2:43][CH2:44][CH2:45][CH2:46][CH2:47][CH2:48][CH2:49][CH2:50][CH2:51][CH3:52])[CH2:20][CH2:21][CH2:22][CH2:23][CH2:24][CH2:25][CH2:26][CH2:27][CH2:28][CH2:29][CH3:30], predict the reaction product. The product is: [CH2:19]([O:31][C:32]1[CH:37]=[CH:36][C:35]([CH:38]=[CH2:39])=[CH:34][C:33]=1[O:40][CH2:41][CH2:42][CH2:43][CH2:44][CH2:45][CH2:46][CH2:47][CH2:48][CH2:49][CH2:50][CH2:51][CH3:52])[CH2:20][CH2:21][CH2:22][CH2:23][CH2:24][CH2:25][CH2:26][CH2:27][CH2:28][CH2:29][CH3:30].[CH2:41]([O:40][C:33]1[CH:34]=[C:35]([CH:38]=[CH:39][C:2]2[CH:7]=[CH:6][C:5]([C:8](=[O:9])[C:10]([C:12]3[CH:17]=[CH:16][C:15]([CH:39]=[CH:38][C:35]4[CH:36]=[CH:37][C:32]([O:31][CH2:19][CH2:20][CH2:21][CH2:22][CH2:23][CH2:24][CH2:25][CH2:26][CH2:27][CH2:28][CH2:29][CH3:30])=[C:33]([O:40][CH2:41][CH2:42][CH2:43][CH2:44][CH2:45][CH2:46][CH2:47][CH2:48][CH2:49][CH2:50][CH2:51][CH3:52])[CH:34]=4)=[CH:14][CH:13]=3)=[O:11])=[CH:4][CH:3]=2)[CH:36]=[CH:37][C:32]=1[O:31][CH2:19][CH2:20][CH2:21][CH2:22][CH2:23][CH2:24][CH2:25][CH2:26][CH2:27][CH2:28][CH2:29][CH3:30])[CH2:42][CH2:43][CH2:44][CH2:45][CH2:46][CH2:47][CH2:48][CH2:49][CH2:50][CH2:51][CH3:52]. (8) The product is: [Cl:13][C:10]1[CH:11]=[CH:12][C:7]([C:5]2[N:6]=[C:2]([N:27]([CH3:28])[CH3:26])[O:3][C:4]=2[CH2:14][CH2:15][CH2:16][O:17][C:18]2[CH:23]=[CH:22][CH:21]=[CH:20][C:19]=2[O:24][CH3:25])=[CH:8][CH:9]=1. Given the reactants Cl[C:2]1[O:3][C:4]([CH2:14][CH2:15][CH2:16][O:17][C:18]2[CH:23]=[CH:22][CH:21]=[CH:20][C:19]=2[O:24][CH3:25])=[C:5]([C:7]2[CH:12]=[CH:11][C:10]([Cl:13])=[CH:9][CH:8]=2)[N:6]=1.[CH3:26][NH:27][CH3:28].CC(=O)CC, predict the reaction product.